Task: Regression/Classification. Given a drug SMILES string, predict its absorption, distribution, metabolism, or excretion properties. Task type varies by dataset: regression for continuous measurements (e.g., permeability, clearance, half-life) or binary classification for categorical outcomes (e.g., BBB penetration, CYP inhibition). Dataset: hlm.. Dataset: Human liver microsome stability data (1) The drug is COc1ccc2[nH]c(SCc3ccc(Br)cc3)nc2c1. The result is 1 (stable in human liver microsomes). (2) The compound is Cc1cc(C=CC#N)cc(C)c1Oc1nc(Nc2ccc(C#N)cc2F)nc2sccc12. The result is 1 (stable in human liver microsomes). (3) The compound is NC(=O)c1cccc([C@H]2C[C@H]3CC[C@@H](C2)N3CCN(CC2CCC(F)(F)CC2)C(=O)CO)c1. The result is 0 (unstable in human liver microsomes). (4) The molecule is O=C([C@H]1CCCN1)N1CCC(NS(=O)(=O)c2cc(S(=O)(=O)c3ccccc3)ccc2C(F)(F)F)CC1. The result is 1 (stable in human liver microsomes).